This data is from Full USPTO retrosynthesis dataset with 1.9M reactions from patents (1976-2016). The task is: Predict the reactants needed to synthesize the given product. Given the product [F:1][C:2]1[CH:7]=[CH:6][C:5]([C@H:8]([NH:10][C:11]([C@H:13]2[CH2:18][CH2:17][C@H:16]([NH:19][S:20]([C:23]3[CH:24]=[N:25][C:26]([O:32][CH3:31])=[C:27]([Br:29])[CH:28]=3)(=[O:22])=[O:21])[CH2:15][CH2:14]2)=[O:12])[CH3:9])=[CH:4][CH:3]=1, predict the reactants needed to synthesize it. The reactants are: [F:1][C:2]1[CH:7]=[CH:6][C:5]([C@H:8]([NH:10][C:11]([C@H:13]2[CH2:18][CH2:17][C@H:16]([NH:19][S:20]([C:23]3[CH:24]=[N:25][C:26](Cl)=[C:27]([Br:29])[CH:28]=3)(=[O:22])=[O:21])[CH2:15][CH2:14]2)=[O:12])[CH3:9])=[CH:4][CH:3]=1.[CH3:31][OH:32].